From a dataset of Full USPTO retrosynthesis dataset with 1.9M reactions from patents (1976-2016). Predict the reactants needed to synthesize the given product. Given the product [OH:21][CH2:20][C:19]1[CH:23]=[C:15]([CH:16]=[CH:17][C:18]=1[CH:24]1[N:29]([CH3:30])[C:28](=[O:31])[N:27]([C:32]2[CH:37]=[CH:36][CH:35]=[C:34]([C:38]([F:41])([F:39])[F:40])[CH:33]=2)[C:26]2[CH2:42][CH2:43][NH:44][C:45](=[O:46])[C:25]1=2)[C:13]#[N:14], predict the reactants needed to synthesize it. The reactants are: C(N1C=CN=C1)(N1C=CN=C1)=O.[C:13]([C:15]1[CH:16]=[CH:17][C:18]([CH:24]2[N:29]([CH3:30])[C:28](=[O:31])[N:27]([C:32]3[CH:37]=[CH:36][CH:35]=[C:34]([C:38]([F:41])([F:40])[F:39])[CH:33]=3)[C:26]3[CH2:42][CH2:43][NH:44][C:45](=[O:46])[C:25]2=3)=[C:19]([CH:23]=1)[C:20](O)=[O:21])#[N:14].[BH4-].[Na+].Cl.